Task: Predict which catalyst facilitates the given reaction.. Dataset: Catalyst prediction with 721,799 reactions and 888 catalyst types from USPTO (1) Reactant: [C:1]([C:6]1[CH:14]=[CH:13][C:12]2[N:11]3[CH2:15][CH2:16][N:17]([C:19]([O:21][C:22]([CH3:25])([CH3:24])[CH3:23])=[O:20])[CH2:18][C:10]3=[CH:9][C:8]=2[CH:7]=1)(=O)[CH2:2][CH2:3][CH3:4].[CH3:26][O:27][C:28]1[CH:35]=[C:34]([O:36][CH3:37])[CH:33]=[CH:32][C:29]=1[CH2:30][NH2:31].CCN(CC)CC. Product: [C:22]([O:21][C:19]([N:17]1[CH2:16][CH2:15][N:11]2[C:12]3[CH:13]=[CH:14][C:6]([C:1](=[N:31][CH2:30][C:29]4[CH:32]=[CH:33][C:34]([O:36][CH3:37])=[CH:35][C:28]=4[O:27][CH3:26])[CH2:2][CH2:3][CH3:4])=[CH:7][C:8]=3[CH:9]=[C:10]2[CH2:18]1)=[O:20])([CH3:24])([CH3:23])[CH3:25]. The catalyst class is: 388. (2) Reactant: [F:1][C:2]1[CH:7]=[CH:6][C:5]([N:8]2[C:12]([CH2:13][CH:14]([CH3:16])[CH3:15])=[CH:11][C:10]([CH:17]=[N:18]O)=[N:9]2)=[CH:4][CH:3]=1.[H-].[Al+3].[Li+].[H-].[H-].[H-].CCCCCC.CCOC(C)=O. Product: [F:1][C:2]1[CH:3]=[CH:4][C:5]([N:8]2[C:12]([CH2:13][CH:14]([CH3:15])[CH3:16])=[CH:11][C:10]([CH2:17][NH2:18])=[N:9]2)=[CH:6][CH:7]=1. The catalyst class is: 469. (3) Reactant: [F:1][C:2]([F:17])([F:16])[C:3]1[N:7]2[CH2:8][CH2:9][NH:10][CH2:11][C:6]2=[C:5]([C:12](OC)=[O:13])[N:4]=1.[BH4-].[Na+].Cl. Product: [F:17][C:2]([F:1])([F:16])[C:3]1[N:7]2[CH2:8][CH2:9][NH:10][CH2:11][C:6]2=[C:5]([CH2:12][OH:13])[N:4]=1. The catalyst class is: 8. (4) Reactant: [C:1]1([CH2:7][O:8][C:9]([NH:11][C@H:12]([C:14]([OH:16])=O)[CH3:13])=[O:10])[CH:6]=[CH:5][CH:4]=[CH:3][CH:2]=1.[CH3:17][NH:18][CH3:19].CN(C1C=CC=CN=1)C.Cl.C(N=C=NCCCN(C)C)C. Product: [CH3:17][N:18]([CH3:19])[C:14](=[O:16])[C@@H:12]([NH:11][C:9](=[O:10])[O:8][CH2:7][C:1]1[CH:6]=[CH:5][CH:4]=[CH:3][CH:2]=1)[CH3:13]. The catalyst class is: 4. (5) Reactant: [CH2:1]([O:3][C:4](=[O:11])[CH2:5][NH:6][CH2:7][CH2:8][CH2:9][OH:10])[CH3:2].[CH3:12][C:13]([O:16][C:17](O[C:17]([O:16][C:13]([CH3:15])([CH3:14])[CH3:12])=[O:18])=[O:18])([CH3:15])[CH3:14]. Product: [CH2:1]([O:3][C:4](=[O:11])[CH2:5][N:6]([C:17]([O:16][C:13]([CH3:15])([CH3:14])[CH3:12])=[O:18])[CH2:7][CH2:8][CH2:9][OH:10])[CH3:2]. The catalyst class is: 2. (6) Reactant: [CH2:1]([O:3][C:4]([C:6]1[CH:7]=[N:8][N:9]([C:12]2[CH:17]=[C:16]([C:18]([OH:20])=O)[CH:15]=[CH:14][C:13]=2[CH3:21])[C:10]=1[NH2:11])=[O:5])[CH3:2].CCN=C=N[CH2:27][CH2:28][CH2:29][N:30](C)C.C1C=CC2N(O)N=NC=2C=1.C(N(C(C)C)CC)(C)C.C1(N)CC1. Product: [CH2:1]([O:3][C:4]([C:6]1[CH:7]=[N:8][N:9]([C:12]2[CH:17]=[C:16]([C:18](=[O:20])[NH:30][CH:29]3[CH2:27][CH2:28]3)[CH:15]=[CH:14][C:13]=2[CH3:21])[C:10]=1[NH2:11])=[O:5])[CH3:2]. The catalyst class is: 173.